This data is from Drug-target binding data from BindingDB using Ki measurements. The task is: Regression. Given a target protein amino acid sequence and a drug SMILES string, predict the binding affinity score between them. We predict pKi (pKi = -log10(Ki in M); higher means stronger inhibition). Dataset: bindingdb_ki. (1) The compound is COC(=O)[C@@H]1C[C@H](OC(C)=O)C(=O)[C@H]2[C@@]1(C)CC[C@H]1C(=O)O[C@H](c3ccoc3)C[C@]21C. The target protein sequence is MDSPIQIFRGEPGPTCAPSACLPPNSSAWFPGWAEPDSNGSAGSEDAQLEPAHISPAIPVIITAVYSVVFVVGLVGNSLVMFVIIRYTKMKTATNIYIFNLALADALVTTTMPFQSTVYLMNSWPFGDVLCKIVISIAYYNMFTSIFTLTMMSVDRYIAVCHPVKALDFRTPLKAKIINICIWLLSSSVGISAIVLGGTKVREDVDVIECSLQFPDDDYSWWDLFMKICVFIFAFVIPVLIIIVCYTLMILRLKSVRLLSGSREKDRNLRRITRLVLVVVAVFVVCWTPIHIFILVEALGSTSHSTAALSSYYFCIALGYTNSSLNPILYAFLDENFKRCFRDFCFPLKMRMERQSTSRVRNTVQDPAYLRDIDGMNKPV. The pKi is 8.4. (2) The drug is Cc1cc(COc2ccc(C(=O)NC3(CC(=O)NO)CCNCC3)cc2)c2ccccc2n1. The target protein (P51511) has sequence MGSDPSAPGRPGWTGSLLGDREEAARPRLLPLLLVLLGCLGLGVAAEDAEVHAENWLRLYGYLPQPSRHMSTMRSAQILASALAEMQRFYGIPVTGVLDEETKEWMKRPRCGVPDQFGVRVKANLRRRRKRYALTGRKWNNHHLTFSIQNYTEKLGWYHSMEAVRRAFRVWEQATPLVFQEVPYEDIRLRRQKEADIMVLFASGFHGDSSPFDGTGGFLAHAYFPGPGLGGDTHFDADEPWTFSSTDLHGNNLFLVAVHELGHALGLEHSSNPNAIMAPFYQWKDVDNFKLPEDDLRGIQQLYGTPDGQPQPTQPLPTVTPRRPGRPDHRPPRPPQPPPPGGKPERPPKPGPPVQPRATERPDQYGPNICDGDFDTVAMLRGEMFVFKGRWFWRVRHNRVLDNYPMPIGHFWRGLPGDISAAYERQDGRFVFFKGDRYWLFREANLEPGYPQPLTSYGLGIPYDRIDTAIWWEPTGHTFFFQEDRYWRFNEETQRGDPGY.... The pKi is 5.2. (3) The drug is C=CCc1cc(OC)ccc1OCCCC. The target protein (P09186) has sequence MLGGLLHRGHKIKGTVVLMRKNVLHVNSVTSVGGIIGQGLDLVGSTLDTLTAFLGRPVSLQLISATKADANGKGKLGKATFLEGIITSLPTLGAGQSAFKINFEWDDGSGILGAFYIKNFMQTEFFLVSLTLEDIPNHGSIHFVCNSWIYNAKLFKSDRIFFANQTYLPSETPAPLVKYREEELHNLRGDGTGERKEWERVYDYDVYNDLGDPDKGENHARPVLGGNDTFPYPRRGRTGRKPTRKDPNSESRSNDVYLPRDEAFGHLKSSDFLTYGLKSVSQNVLPLLQSAFDLNFTPREFDSFDEVHGLYSGGIKLPTDIISKISPLPVLKEIFRTDGEQALKFPPPKVIQVSKSAWMTDEEFAREMLAGVNPNLIRCLKEFPPRSKLDSQVYGDHTSQITKEHLEPNLEGLTVDEAIQNKRLFLLGHHDPIMPYLRRINATSTKAYATRTILFLKNDGTLRPLAIELSLPHPQGDQSGAFSQVFLPADEGVESSIWLL.... The pKi is 4.8.